This data is from Reaction yield outcomes from USPTO patents with 853,638 reactions. The task is: Predict the reaction yield, written as a fraction of the theoretical maximum amount of product (1.0 means a 100% yield; for example, 0.34 means a 34% yield). (1) The reactants are [NH2:1][CH:2]([C:6]1[CH:11]=[CH:10][C:9]([CH3:12])=[CH:8][CH:7]=1)[C:3](O)=O.C[O:14][C:15](=O)[C@H:16]([CH2:18][CH:19]([CH3:21])[CH3:20])[NH2:17].C([C@@H]1NC[C@H](CC(C)C)NC1=O)C(C)C. No catalyst specified. The product is [CH2:18]([C@@H:16]1[NH:17][CH2:3][C@H:2]([C:6]2[CH:11]=[CH:10][C:9]([CH3:12])=[CH:8][CH:7]=2)[NH:1][C:15]1=[O:14])[CH:19]([CH3:21])[CH3:20]. The yield is 0.195. (2) The reactants are [O:1]1[C:5]2[CH:6]=[CH:7][C:8]([C:10]3[O:14][C:13]([SH:15])=[N:12][N:11]=3)=[CH:9][C:4]=2[CH2:3][CH2:2]1.Br[CH2:17][C:18]1[CH:27]=[CH:26][C:21]([C:22]([O:24][CH3:25])=[O:23])=[CH:20][CH:19]=1. No catalyst specified. The product is [O:1]1[C:5]2[CH:6]=[CH:7][C:8]([C:10]3[O:14][C:13]([S:15][CH2:17][C:18]4[CH:27]=[CH:26][C:21]([C:22]([O:24][CH3:25])=[O:23])=[CH:20][CH:19]=4)=[N:12][N:11]=3)=[CH:9][C:4]=2[CH2:3][CH2:2]1. The yield is 0.360. (3) The reactants are [NH2:1][C:2]1[CH:26]=[CH:25][C:5]([O:6][C:7]2[CH:12]=[CH:11][N:10]=[C:9]3[CH:13]=[C:14]([NH:16][C:17]4[CH:22]=[CH:21][CH:20]=[C:19]([O:23][CH3:24])[CH:18]=4)[S:15][C:8]=23)=[C:4]([F:27])[CH:3]=1.[CH3:28][O:29][C:30]1[CH:35]=[CH:34][CH:33]=[CH:32][C:31]=1[CH2:36][C:37]([N:39]=[C:40]=[S:41])=[O:38]. The catalyst is CCO.C1(C)C=CC=CC=1. The product is [F:27][C:4]1[CH:3]=[C:2]([NH:1][C:40]([NH:39][C:37](=[O:38])[CH2:36][C:31]2[CH:32]=[CH:33][CH:34]=[CH:35][C:30]=2[O:29][CH3:28])=[S:41])[CH:26]=[CH:25][C:5]=1[O:6][C:7]1[CH:12]=[CH:11][N:10]=[C:9]2[CH:13]=[C:14]([NH:16][C:17]3[CH:22]=[CH:21][CH:20]=[C:19]([O:23][CH3:24])[CH:18]=3)[S:15][C:8]=12. The yield is 0.240. (4) The reactants are [Br:1][C:2]1[CH:9]=[CH:8][C:5]([CH:6]=O)=[CH:4][CH:3]=1.[C:10]([C:13]1[CH:18]=[CH:17][CH:16]=[CH:15][N:14]=1)(=O)[CH3:11].[OH-].[Na+].CO.[I-].[CH:24]1[C:33]2[C:28](=[CH:29][CH:30]=[CH:31][CH:32]=2)[CH:27]=[CH:26][C:25]=1[C:34](=O)[CH2:35][N+]1C=CC=CC=1.C([O-])(=O)C.[NH4+:47]. The catalyst is CO. The product is [Br:1][C:2]1[CH:9]=[CH:8][C:5]([C:6]2[CH:35]=[C:34]([C:25]3[CH:26]=[CH:27][C:28]4[C:33](=[CH:32][CH:31]=[CH:30][CH:29]=4)[CH:24]=3)[N:47]=[C:10]([C:13]3[CH:18]=[CH:17][CH:16]=[CH:15][N:14]=3)[CH:11]=2)=[CH:4][CH:3]=1. The yield is 0.390. (5) The product is [CH:1]([N:4]1[C:5]2[N:6]=[C:7]([S:19][CH3:20])[N:8]=[C:9]([CH3:18])[C:10]=2[CH:11]=[CH:12][C:13]1=[O:14])([CH3:3])[CH3:2]. The yield is 0.570. The catalyst is C(O)(=O)C. The reactants are [CH:1]([NH:4][C:5]1[C:10](/[CH:11]=[CH:12]/[C:13](OCC)=[O:14])=[C:9]([CH3:18])[N:8]=[C:7]([S:19][CH3:20])[N:6]=1)([CH3:3])[CH3:2].